From a dataset of HIV replication inhibition screening data with 41,000+ compounds from the AIDS Antiviral Screen. Binary Classification. Given a drug SMILES string, predict its activity (active/inactive) in a high-throughput screening assay against a specified biological target. (1) The drug is C=C(CN(C)C)C(=O)c1ccc(OC)cc1.Cl. The result is 0 (inactive). (2) The compound is N=C(N)NN=C1C=C(O)C(=NNC(=N)N)C=C1O. The result is 0 (inactive). (3) The compound is O=C(O)C(CSSCC(Nc1ccc([N+](=O)[O-])cc1[N+](=O)[O-])C(=O)O)Nc1ccc([N+](=O)[O-])cc1[N+](=O)[O-]. The result is 0 (inactive). (4) The drug is COc1ccc(C2SCC(=O)N2c2ccc(-n3c(-c4ccccc4)nc4ccccc4c3=O)cc2)cc1OC. The result is 0 (inactive). (5) The result is 0 (inactive). The compound is Clc1ccccc1CN1COc2c(ccc3cccnc23)C1. (6) The compound is O=C(O)CCSC(=S)Nc1ccccc1. The result is 0 (inactive). (7) The compound is C[N+]1=C(c2cccnc2C=NO)OCC1(C)C.[I-]. The result is 0 (inactive).